From a dataset of Catalyst prediction with 721,799 reactions and 888 catalyst types from USPTO. Predict which catalyst facilitates the given reaction. (1) Reactant: [F:1][C:2]1[CH:7]=[CH:6][C:5](/[CH:8]=[C:9](\[CH3:14])/[C:10](=O)[CH2:11][CH3:12])=[CH:4][CH:3]=1.Cl.[NH2:16][OH:17]. Product: [F:1][C:2]1[CH:7]=[CH:6][C:5](/[CH:8]=[C:9](\[CH3:14])/[C:10](=[N:16]\[OH:17])/[CH2:11][CH3:12])=[CH:4][CH:3]=1. The catalyst class is: 17. (2) Reactant: [CH:1]1[CH:6]=[CH:5][C:4]([O:7][C:8]2[CH:13]=[CH:12][C:11](Br)=[CH:10][CH:9]=2)=[CH:3][CH:2]=1.C([Li])CCC.[CH:20](=[O:27])[C:21]1[CH:26]=[CH:25][CH:24]=[CH:23][CH:22]=1. Product: [O:7]([C:8]1[CH:13]=[CH:12][C:11]([CH:20]([C:21]2[CH:26]=[CH:25][CH:24]=[CH:23][CH:22]=2)[OH:27])=[CH:10][CH:9]=1)[C:4]1[CH:5]=[CH:6][CH:1]=[CH:2][CH:3]=1. The catalyst class is: 1. (3) Product: [C:28]([C:25]1[CH:24]=[CH:23][C:22]([S:19]([NH:18][CH2:17][C:14]2[CH:15]=[CH:16][C:11]([O:10][C:8]3[CH:7]=[CH:6][C:5]([NH:31][S:32]([C:35]4[CH:36]=[CH:37][C:38]([CH3:41])=[CH:39][CH:40]=4)(=[O:33])=[O:34])=[C:4]([CH:9]=3)[C:3]([OH:42])=[O:2])=[CH:12][CH:13]=2)(=[O:20])=[O:21])=[CH:27][CH:26]=1)(=[O:30])[CH3:29]. The catalyst class is: 90. Reactant: C[O:2][C:3](=[O:42])[C:4]1[CH:9]=[C:8]([O:10][C:11]2[CH:16]=[CH:15][C:14]([CH2:17][NH:18][S:19]([C:22]3[CH:27]=[CH:26][C:25]([C:28](=[O:30])[CH3:29])=[CH:24][CH:23]=3)(=[O:21])=[O:20])=[CH:13][CH:12]=2)[CH:7]=[CH:6][C:5]=1[NH:31][S:32]([C:35]1[CH:40]=[CH:39][C:38]([CH3:41])=[CH:37][CH:36]=1)(=[O:34])=[O:33].[Li+].[OH-]. (4) Reactant: O[C:2]1[C:10]([O:11][C:12]([F:15])([F:14])[F:13])=[CH:9][CH:8]=[CH:7][C:3]=1C(O)=O.IC.[C:18](=O)([O-])[O-:19].[Cs+].[Cs+].[C:24]([O:27][CH2:28]C)(=[O:26])C. Product: [CH3:28][O:27][C:24](=[O:26])[C:7]1[CH:8]=[CH:9][C:10]([O:11][C:12]([F:13])([F:14])[F:15])=[CH:2][C:3]=1[O:19][CH3:18]. The catalyst class is: 9. (5) Reactant: [Si:1]([O:8][C@H:9]1[CH2:13][CH2:12][N:11]([CH2:14][C@H:15]([C:18]2[CH:19]=[C:20]([CH:29]=[CH:30][CH:31]=2)[C:21]([NH:23][CH2:24][C:25]([F:28])([F:27])[F:26])=[O:22])[NH:16][CH3:17])[CH2:10]1)([C:4]([CH3:7])([CH3:6])[CH3:5])([CH3:3])[CH3:2].[O:32]=[C:33]1[CH2:41][C:40]2[C:35](=[CH:36][C:37]([CH2:42][C:43]([OH:45])=O)=[CH:38][CH:39]=2)[NH:34]1.C1C=CC2N(O)N=NC=2C=1.CCN=C=NCCCN(C)C. Product: [Si:1]([O:8][C@H:9]1[CH2:13][CH2:12][N:11]([CH2:14][C@H:15]([C:18]2[CH:19]=[C:20]([CH:29]=[CH:30][CH:31]=2)[C:21]([NH:23][CH2:24][C:25]([F:27])([F:28])[F:26])=[O:22])[N:16]([CH3:17])[C:43](=[O:45])[CH2:42][C:37]2[CH:36]=[C:35]3[C:40]([CH2:41][C:33](=[O:32])[NH:34]3)=[CH:39][CH:38]=2)[CH2:10]1)([C:4]([CH3:6])([CH3:7])[CH3:5])([CH3:3])[CH3:2]. The catalyst class is: 42. (6) The catalyst class is: 4. Product: [Br:28][C:8]1[CH:7]=[CH:6][C:5]2[N:4]([S:17]([C:20]3[CH:21]=[CH:22][C:23]([O:26][CH3:27])=[CH:24][CH:25]=3)(=[O:18])=[O:19])[CH:3]([CH2:1][CH3:2])[C:16]3[C:11](=[CH:12][CH:13]=[CH:14][CH:15]=3)[C:10]=2[CH:9]=1. Reactant: [CH2:1]([CH:3]1[C:16]2[C:11](=[CH:12][CH:13]=[CH:14][CH:15]=2)[C:10]2[CH:9]=[CH:8][CH:7]=[CH:6][C:5]=2[N:4]1[S:17]([C:20]1[CH:25]=[CH:24][C:23]([O:26][CH3:27])=[CH:22][CH:21]=1)(=[O:19])=[O:18])[CH3:2].[Br:28]Br. (7) Reactant: [C:1]([C:3]1[CH:8]=[CH:7][C:6]([S:9]([NH2:12])(=[O:11])=[O:10])=[C:5]([CH2:13][CH3:14])[CH:4]=1)#[N:2].[OH:15][NH2:16]. Product: [CH2:13]([C:5]1[CH:4]=[C:3]([CH:8]=[CH:7][C:6]=1[S:9](=[O:11])(=[O:10])[NH2:12])[C:1]([NH:16][OH:15])=[NH:2])[CH3:14]. The catalyst class is: 1.